Dataset: Full USPTO retrosynthesis dataset with 1.9M reactions from patents (1976-2016). Task: Predict the reactants needed to synthesize the given product. (1) Given the product [CH2:1]([C:8]1([C:11]2[CH:12]=[CH:13][C:14]([CH2:15][OH:16])=[CH:17][CH:18]=2)[CH2:9][CH2:10]1)[C:2]1[CH:3]=[CH:4][CH:5]=[CH:6][CH:7]=1, predict the reactants needed to synthesize it. The reactants are: [CH2:1]([C:8]1([C:11]2[CH:18]=[CH:17][C:14]([CH:15]=[O:16])=[CH:13][CH:12]=2)[CH2:10][CH2:9]1)[C:2]1[CH:7]=[CH:6][CH:5]=[CH:4][CH:3]=1.C(C1(C2C=CC(C=O)=CC=2)CC1)C.[BH4-].[K+]. (2) Given the product [N+:19]([C:13]1[CH:12]=[C:11]([C:10]2[O:22][C:2]3[CH:7]=[CH:6][C:5]([Br:8])=[CH:4][C:3]=3[N:9]=2)[CH:16]=[CH:15][C:14]=1[O:17][CH3:18])([O-:21])=[O:20], predict the reactants needed to synthesize it. The reactants are: O[C:2]1[CH:7]=[CH:6][C:5]([Br:8])=[CH:4][C:3]=1[NH:9][C:10](=[O:22])[C:11]1[CH:16]=[CH:15][C:14]([O:17][CH3:18])=[C:13]([N+:19]([O-:21])=[O:20])[CH:12]=1.O.C1(C)C(S(O)(=O)=O)=CC=CC=1. (3) Given the product [NH2:35][C:36]1([C:40]2[CH:41]=[CH:42][C:43]([C:46]3[C:47]([C:58]4[CH:63]=[CH:62][CH:61]=[CH:60][CH:59]=4)=[CH:48][C:49]4[N:54]([CH3:55])[C:53](=[O:56])[CH2:52][O:51][C:50]=4[N:57]=3)=[CH:44][CH:45]=2)[CH2:37][CH2:38][CH2:39]1, predict the reactants needed to synthesize it. The reactants are: NC1(C2C=CC(C3C(C4C=CC=CC=4)=CC4C(=O)CCCC=4N=3)=CC=2)CCC1.C(OC(=O)[NH:35][C:36]1([C:40]2[CH:45]=[CH:44][C:43]([C:46]3[C:47]([C:58]4[CH:63]=[CH:62][CH:61]=[CH:60][CH:59]=4)=[CH:48][C:49]4[N:54]([CH3:55])[C:53](=[O:56])[CH2:52][O:51][C:50]=4[N:57]=3)=[CH:42][CH:41]=2)[CH2:39][CH2:38][CH2:37]1)(C)(C)C. (4) Given the product [CH3:1][N:2]1[C:6]([S:7][CH2:24][C:25]2[N:29]([CH2:30][CH2:31][CH3:32])[CH:28]=[N:27][CH:26]=2)=[N:5][C:4]([N+:8]([O-:10])=[O:9])=[N:3]1, predict the reactants needed to synthesize it. The reactants are: [CH3:1][N:2]1[C:6]([SH:7])=[N:5][C:4]([N+:8]([O-:10])=[O:9])=[N:3]1.CN(C=O)C.C(=O)([O-])[O-].[K+].[K+].Cl.Cl[CH2:24][C:25]1[N:29]([CH2:30][CH2:31][CH3:32])[CH:28]=[N:27][CH:26]=1. (5) The reactants are: [NH2:1][C:2]([NH2:4])=[S:3].C[O-].[Na+:7].CN(C)/[CH:10]=[CH:11]/[C:12](=O)[CH:13]([O:16][CH3:17])[O:14][CH3:15]. Given the product [CH3:15][O:14][CH:13]([O:16][CH3:17])[C:12]1[CH:11]=[CH:10][N:4]=[C:2]([S-:3])[N:1]=1.[Na+:7], predict the reactants needed to synthesize it. (6) Given the product [F:1][C:2]1[CH:3]=[C:4]2[N:10]=[CH:9][N:8]([CH2:11][C:12]3[CH:23]=[CH:22][C:15]4[N:16]=[C:17]([NH:33][C@@H:26]5[C:27]6[C:32](=[CH:31][CH:30]=[CH:29][CH:28]=6)[CH2:24][C@H:25]5[OH:34])[S:18][C:14]=4[CH:13]=3)[C:5]2=[N:6][CH:7]=1, predict the reactants needed to synthesize it. The reactants are: [F:1][C:2]1[CH:3]=[C:4]2[N:10]=[CH:9][N:8]([CH2:11][C:12]3[CH:23]=[CH:22][C:15]4[N:16]=[C:17](S(C)=O)[S:18][C:14]=4[CH:13]=3)[C:5]2=[N:6][CH:7]=1.[CH2:24]1[C:32]2[C:27](=[CH:28][CH:29]=[CH:30][CH:31]=2)[C@@H:26]([NH2:33])[C@@H:25]1[OH:34].CCN(C(C)C)C(C)C. (7) Given the product [F:1][C:2]1[CH:3]=[C:4]([C:8]2[C@:9]3([CH2:25][CH2:24][C@H:23]4[C@@H:14]([CH2:15][CH2:16][C:17]5[CH:18]=[C:19]([C:26]([NH:30][C@H:31]6[CH2:35][CH2:34][CH2:33][C@H:32]6[OH:36])=[O:28])[CH:20]=[CH:21][C:22]=54)[C@@H:11]3[CH2:12][CH:13]=2)[CH3:10])[CH:5]=[N:6][CH:7]=1, predict the reactants needed to synthesize it. The reactants are: [F:1][C:2]1[CH:3]=[C:4]([C:8]2[C@:9]3([CH2:25][CH2:24][C@H:23]4[C@@H:14]([CH2:15][CH2:16][C:17]5[CH:18]=[C:19]([C:26]([OH:28])=O)[CH:20]=[CH:21][C:22]=54)[C@@H:11]3[CH2:12][CH:13]=2)[CH3:10])[CH:5]=[N:6][CH:7]=1.Cl.[NH2:30][C@H:31]1[CH2:35][CH2:34][CH2:33][C@H:32]1[OH:36]. (8) The reactants are: [CH2:1]([N:4]([C:6]1[CH:11]=[CH:10][C:9]([CH3:12])=[CH:8][CH:7]=1)N)[CH:2]=[CH2:3].[F:13][C:14]1[CH:19]=[CH:18][C:17]([C:20](=[CH2:31])[CH2:21][C:22]2([CH3:30])[C:27](=O)[CH2:26][CH2:25][N:24]([CH3:29])[CH2:23]2)=[CH:16][CH:15]=1.FC(F)(F)C(O)=O. Given the product [CH2:1]([N:4]1[C:6]2[CH:11]=[CH:10][C:9]([CH3:12])=[CH:8][C:7]=2[C:26]2[CH2:25][N:24]([CH3:29])[CH2:23][C:22]([CH2:21][C:20]([C:17]3[CH:16]=[CH:15][C:14]([F:13])=[CH:19][CH:18]=3)=[CH2:31])([CH3:30])[C:27]1=2)[CH:2]=[CH2:3], predict the reactants needed to synthesize it. (9) The reactants are: [F:1][C:2]([F:24])([F:23])[C:3]1[CH:4]=[CH:5][C:6]([O:9][C:10]2[CH:11]=[C:12]3[C:17](=[CH:18][CH:19]=2)[N:16]=[C:15]([C:20]([OH:22])=O)[CH:14]=[CH:13]3)=NC=1.[CH3:25][C@@H:26]1[CH2:31][NH:30][CH2:29][CH2:28][N:27]1[C:32]([O:34][C:35]([CH3:38])([CH3:37])[CH3:36])=[O:33].[N:39]1(C(OC(C)(C)C)=O)CCNC[CH2:40]1. Given the product [CH3:25][C@@H:26]1[CH2:31][N:30]([C:20]([C:15]2[CH:14]=[CH:13][C:12]3[C:17](=[CH:18][CH:19]=[C:10]([O:9][C:6]4[CH:40]=[N:39][C:3]([C:2]([F:1])([F:23])[F:24])=[CH:4][CH:5]=4)[CH:11]=3)[N:16]=2)=[O:22])[CH2:29][CH2:28][N:27]1[C:32]([O:34][C:35]([CH3:37])([CH3:36])[CH3:38])=[O:33], predict the reactants needed to synthesize it.